From a dataset of Forward reaction prediction with 1.9M reactions from USPTO patents (1976-2016). Predict the product of the given reaction. (1) Given the reactants [CH:1]([C:3]1[CH:4]=[C:5](B(O)O)[CH:6]=[CH:7][CH:8]=1)=[O:2].Cl[C:13]1[N:14]=[N:15][CH:16]=[C:17]([O:19][CH3:20])[CH:18]=1.C([O-])([O-])=O.[K+].[K+], predict the reaction product. The product is: [CH3:20][O:19][C:17]1[CH:18]=[C:13]([C:5]2[CH:4]=[C:3]([CH:8]=[CH:7][CH:6]=2)[CH:1]=[O:2])[N:14]=[N:15][CH:16]=1. (2) Given the reactants C(=O)([O-])[O-].[Cs+].[Cs+].[F:7][C:8]1[CH:13]=[CH:12][C:11]([C:14]2[O:15][C:16]3[CH:27]=[C:26]([N+:28]([O-:30])=[O:29])[C:25](OS(C(F)(F)F)(=O)=O)=[CH:24][C:17]=3[C:18]=2[C:19]([O:21][CH2:22][CH3:23])=[O:20])=[CH:10][CH:9]=1.[C:39]([O:43][C:44]([C:46]1[CH:47]=[C:48](B(O)O)[CH:49]=[CH:50][CH:51]=1)=[O:45])([CH3:42])([CH3:41])[CH3:40].O1CCOCC1, predict the reaction product. The product is: [C:39]([O:43][C:44]([C:46]1[CH:51]=[C:50]([C:25]2[C:26]([N+:28]([O-:30])=[O:29])=[CH:27][C:16]3[O:15][C:14]([C:11]4[CH:10]=[CH:9][C:8]([F:7])=[CH:13][CH:12]=4)=[C:18]([C:19]([O:21][CH2:22][CH3:23])=[O:20])[C:17]=3[CH:24]=2)[CH:49]=[CH:48][CH:47]=1)=[O:45])([CH3:42])([CH3:40])[CH3:41].